From a dataset of Catalyst prediction with 721,799 reactions and 888 catalyst types from USPTO. Predict which catalyst facilitates the given reaction. (1) Reactant: [CH2:1]([O:3][C:4]([CH:6]1[CH:13]2[CH:7]1[CH2:8][CH2:9][CH:10]([O:14][Si](C(C)(C)C)(C1C=CC=CC=1)C1C=CC=CC=1)[CH2:11][CH2:12]2)=[O:5])[CH3:2].Cl. Product: [CH2:1]([O:3][C:4]([CH:6]1[CH:13]2[CH:7]1[CH2:8][CH2:9][CH:10]([OH:14])[CH2:11][CH2:12]2)=[O:5])[CH3:2]. The catalyst class is: 8. (2) Reactant: Cl[C:2]1[N:7]2[N:8]=[C:9]([C:18]3[CH:23]=[CH:22][CH:21]=[CH:20][C:19]=3[Cl:24])[C:10]([C:11]3[CH:16]=[CH:15][C:14]([Cl:17])=[CH:13][CH:12]=3)=[C:6]2[N:5]=[CH:4][C:3]=1[CH3:25].C(N(C(C)C)CC)(C)C.[CH2:35]([NH:37][C:38]1([C:44]([NH2:46])=[O:45])[CH2:43][CH2:42][NH:41][CH2:40][CH2:39]1)[CH3:36]. Product: [Cl:17][C:14]1[CH:15]=[CH:16][C:11]([C:10]2[C:9]([C:18]3[CH:23]=[CH:22][CH:21]=[CH:20][C:19]=3[Cl:24])=[N:8][N:7]3[C:2]([N:41]4[CH2:40][CH2:39][C:38]([NH:37][CH2:35][CH3:36])([C:44]([NH2:46])=[O:45])[CH2:43][CH2:42]4)=[C:3]([CH3:25])[CH:4]=[N:5][C:6]=23)=[CH:12][CH:13]=1. The catalyst class is: 1. (3) Reactant: [Br:1][C:2]1[CH:7]=[CH:6][C:5]([C:8]2[NH:9][C:10](=[O:19])[C:11]3[N:12]([N:14]=[C:15]([CH2:17]O)[CH:16]=3)[CH:13]=2)=[CH:4][CH:3]=1.P(Br)(Br)[Br:21]. Product: [Br:21][CH2:17][C:15]1[CH:16]=[C:11]2[C:10](=[O:19])[NH:9][C:8]([C:5]3[CH:6]=[CH:7][C:2]([Br:1])=[CH:3][CH:4]=3)=[CH:13][N:12]2[N:14]=1. The catalyst class is: 4. (4) Reactant: [CH3:1][O:2][C:3]([C:5]1[CH:10]=[C:9]([Br:11])[C:8](=[O:12])[N:7]([CH2:13][CH:14]2[CH2:19][CH2:18][CH2:17][CH2:16][CH2:15]2)[C:6]=1[CH3:20])=[O:4].[Br:21]N1C(=O)CCC1=O.C(OOC(=O)C1C=CC=CC=1)(=O)C1C=CC=CC=1. Product: [CH3:1][O:2][C:3]([C:5]1[CH:10]=[C:9]([Br:11])[C:8](=[O:12])[N:7]([CH2:13][CH:14]2[CH2:19][CH2:18][CH2:17][CH2:16][CH2:15]2)[C:6]=1[CH2:20][Br:21])=[O:4]. The catalyst class is: 53. (5) Reactant: [CH2:1]([Li])CCC.[CH:6]1([NH:9][C:10](=[O:45])[C:11]2[CH:16]=[CH:15][C:14]([C:17]3[N:21]4[N:22]=[C:23]([C:33](=O)[C:34]5[CH:39]=[CH:38][C:37]([O:40][CH3:41])=[C:36]([F:42])[CH:35]=5)[CH:24]=[C:25]([NH:26][CH2:27][CH2:28][C:29]([F:32])([F:31])[F:30])[C:20]4=[N:19][CH:18]=3)=[CH:13][C:12]=2[CH3:44])[CH2:8][CH2:7]1.O. Product: [CH:6]1([NH:9][C:10](=[O:45])[C:11]2[CH:16]=[CH:15][C:14]([C:17]3[N:21]4[N:22]=[C:23]([C:33]([C:34]5[CH:39]=[CH:38][C:37]([O:40][CH3:41])=[C:36]([F:42])[CH:35]=5)=[CH2:1])[CH:24]=[C:25]([NH:26][CH2:27][CH2:28][C:29]([F:31])([F:32])[F:30])[C:20]4=[N:19][CH:18]=3)=[CH:13][C:12]=2[CH3:44])[CH2:8][CH2:7]1. The catalyst class is: 597.